From a dataset of Reaction yield outcomes from USPTO patents with 853,638 reactions. Predict the reaction yield, written as a fraction of the theoretical maximum amount of product (1.0 means a 100% yield; for example, 0.34 means a 34% yield). (1) The reactants are Cl[C:2]1[C:7]([C:8]#[N:9])=[CH:6][N:5]=[C:4]([S:10][CH3:11])[N:3]=1.[NH2:12][C@@H:13]1[CH2:18][CH2:17][C@H:16]([OH:19])[C:15]([CH3:21])([CH3:20])[CH2:14]1.CCN(C(C)C)C(C)C. The catalyst is C(O)(C)C. The product is [OH:19][C@H:16]1[CH2:17][CH2:18][C@@H:13]([NH:12][C:2]2[C:7]([C:8]#[N:9])=[CH:6][N:5]=[C:4]([S:10][CH3:11])[N:3]=2)[CH2:14][C:15]1([CH3:21])[CH3:20]. The yield is 0.720. (2) The reactants are [C:1]1([S:7](N)(=[O:9])=[O:8])[CH:6]=[CH:5][CH:4]=[CH:3][CH:2]=1.Br[CH2:12][C:13]([C:15]1[CH:20]=[CH:19][CH:18]=[CH:17][CH:16]=1)=[O:14].[C:21](=[O:24])([O-])[O-].[Cs+].[Cs+].C[N:28]([CH:30]=O)C. The product is [O:14]=[C:13]([C:15]1[CH:20]=[CH:19][CH:18]=[CH:17][CH:16]=1)[CH2:12][N:28]([CH2:30][C:21]([C:1]1[CH:6]=[CH:5][CH:4]=[CH:3][CH:2]=1)=[O:24])[S:7]([C:1]1[CH:6]=[CH:5][CH:4]=[CH:3][CH:2]=1)(=[O:9])=[O:8]. No catalyst specified. The yield is 0.700. (3) The reactants are C([C:3]1[CH:4]=[C:5]2[C:9](=[CH:10][CH:11]=1)[N:8]([CH:12]1[CH2:17][CH2:16][CH2:15][CH2:14][O:13]1)[N:7]=[C:6]2[C:18]1[CH:19]=[C:20]([CH:24]=[CH:25][CH:26]=1)[C:21](O)=[O:22])#N.Cl.[NH2:28][CH:29]1[CH2:37][C:36]2[C:31](=[CH:32][CH:33]=[CH:34][CH:35]=2)[CH2:30]1.C1C=CC2N(O)N=[N:44][C:42]=2C=1.CCN=C=NCCCN(C)C.Cl.C(N(CC)CC)C. The catalyst is C1COCC1.CN(C=O)C. The product is [C:42]([CH:15]1[CH2:14][O:13][CH:12]([N:8]2[C:9]3[C:5](=[CH:4][CH:3]=[CH:11][CH:10]=3)[C:6]([C:18]3[CH:19]=[C:20]([C:21]([NH:28][CH:29]4[CH2:37][C:36]5[C:31](=[CH:32][CH:33]=[CH:34][CH:35]=5)[CH2:30]4)=[O:22])[CH:24]=[CH:25][CH:26]=3)=[N:7]2)[CH2:17][CH2:16]1)#[N:44]. The yield is 0.780.